From a dataset of Full USPTO retrosynthesis dataset with 1.9M reactions from patents (1976-2016). Predict the reactants needed to synthesize the given product. (1) Given the product [CH2:25]([O:24][C:22]([N:21]=[S:19]([CH3:27])([C:16]1[CH:17]=[CH:18][C:13]([CH2:12][O:11][C:6]2[CH:5]=[C:4]3[C:3]([C:1]([NH:33][C:34]4[CH:35]=[N:36][CH:37]=[CH:38][CH:39]=4)=[N:2][CH:29]=[N:28]3)=[CH:8][C:7]=2[O:9][CH3:10])=[CH:14][CH:15]=1)=[O:20])=[O:23])[CH3:26], predict the reactants needed to synthesize it. The reactants are: [C:1]([C:3]1[CH:8]=[C:7]([O:9][CH3:10])[C:6]([O:11][CH2:12][C:13]2[CH:18]=[CH:17][C:16]([S:19]([CH3:27])(=[N:21][C:22]([O:24][CH2:25][CH3:26])=[O:23])=[O:20])=[CH:15][CH:14]=2)=[CH:5][C:4]=1[N:28]=[CH:29]N(C)C)#[N:2].[NH2:33][C:34]1[CH:35]=[N:36][CH:37]=[CH:38][CH:39]=1.ClCCl.CO. (2) Given the product [CH3:21][O:20][CH:17]([O:18][CH3:19])[C:6]1[CH:9]=[C:2]([F:1])[C:3]([N+:12]([O-:14])=[O:13])=[CH:4][C:5]=1[O:10][CH3:11], predict the reactants needed to synthesize it. The reactants are: [F:1][C:2]1[C:3]([N+:12]([O-:14])=[O:13])=[CH:4][C:5]([O:10][CH3:11])=[C:6]([CH:9]=1)C=O.CO[CH:17]([O:20][CH3:21])[O:18][CH3:19].O.C1(C)C=CC(S(O)(=O)=O)=CC=1.C(=O)(O)[O-].[Na+]. (3) Given the product [F:1][C:2]1[CH:3]=[C:4]([CH:14]([NH:16][C:17]([C:19]2[N:20]=[C:21]([O:38][C:30]3[CH:31]=[C:32]([C:34]([F:35])([F:36])[F:37])[CH:33]=[C:28]([CH:25]([CH3:27])[CH3:26])[CH:29]=3)[O:22][CH:23]=2)=[O:18])[CH3:15])[CH:5]=[C:6]([F:13])[C:7]=1[NH:8][S:9]([CH3:12])(=[O:11])=[O:10], predict the reactants needed to synthesize it. The reactants are: [F:1][C:2]1[CH:3]=[C:4]([CH:14]([NH:16][C:17]([C:19]2[N:20]=[C:21](Cl)[O:22][CH:23]=2)=[O:18])[CH3:15])[CH:5]=[C:6]([F:13])[C:7]=1[NH:8][S:9]([CH3:12])(=[O:11])=[O:10].[CH:25]([C:28]1[CH:29]=[C:30]([OH:38])[CH:31]=[C:32]([C:34]([F:37])([F:36])[F:35])[CH:33]=1)([CH3:27])[CH3:26]. (4) Given the product [CH3:1][C:2]1[N:6]=[C:5]([C:7]2[CH:12]=[CH:11][N:10]3[C:13]4[CH2:19][C@H:18]([NH2:20])[C@@H:17]([C:28]5[CH:33]=[C:32]([F:34])[C:31]([F:35])=[CH:30][C:29]=5[F:36])[CH2:16][C:14]=4[N:15]=[C:9]3[CH:8]=2)[NH:4][N:3]=1, predict the reactants needed to synthesize it. The reactants are: [CH3:1][C:2]1[N:6]=[C:5]([C:7]2[CH:12]=[CH:11][N:10]3[C:13]4[CH2:19][C@H:18]([NH:20]C(=O)OC(C)(C)C)[C@@H:17]([C:28]5[CH:33]=[C:32]([F:34])[C:31]([F:35])=[CH:30][C:29]=5[F:36])[CH2:16][C:14]=4[N:15]=[C:9]3[CH:8]=2)[NH:4][N:3]=1.Cl.